This data is from Reaction yield outcomes from USPTO patents with 853,638 reactions. The task is: Predict the reaction yield, written as a fraction of the theoretical maximum amount of product (1.0 means a 100% yield; for example, 0.34 means a 34% yield). The reactants are [CH2:1]([C:3]1[N:4]=[C:5]([CH2:8][CH2:9][C:10]2[CH:15]=[CH:14][N:13]=[C:12]([NH2:16])[CH:11]=2)[S:6][CH:7]=1)[CH3:2].[C:17](OC1C=CC(Cl)=C(Cl)C=1Cl)(=[O:22])[CH2:18][C:19]([O-])=[O:20]. The catalyst is C1(C)C(C)=CC=CC=1. The product is [CH2:1]([C:3]1[N:4]=[C:5]([CH2:8][CH2:9][C:10]2[CH:15]=[CH:14][N:13]3[C:19](=[O:20])[CH:18]=[C:17]([OH:22])[N:16]=[C:12]3[CH:11]=2)[S:6][CH:7]=1)[CH3:2]. The yield is 0.220.